From a dataset of Forward reaction prediction with 1.9M reactions from USPTO patents (1976-2016). Predict the product of the given reaction. (1) Given the reactants [CH3:1][N:2]1[C:7](=[O:8])[CH:6]=[CH:5][C:4]([C:9]#[N:10])=[CH:3]1.[C:11]([O:15][C:16](O[C:16]([O:15][C:11]([CH3:14])([CH3:13])[CH3:12])=[O:17])=[O:17])([CH3:14])([CH3:13])[CH3:12].[BH4-].[Na+], predict the reaction product. The product is: [CH3:1][N:2]1[C:7](=[O:8])[CH:6]=[CH:5][C:4]([CH2:9][NH:10][C:16](=[O:17])[O:15][C:11]([CH3:14])([CH3:13])[CH3:12])=[CH:3]1. (2) Given the reactants Br[CH2:2][CH2:3][CH2:4][CH3:5].[F:6][C:7]1[C:19]2[CH2:18][C:17]3[C:12](=[CH:13][CH:14]=[CH:15][C:16]=3[F:20])[C:11]=2[CH:10]=[CH:9][C:8]=1[OH:21].C(=O)([O-])[O-].[K+].[K+].O, predict the reaction product. The product is: [CH2:2]([O:21][C:8]1[CH:9]=[CH:10][C:11]2[C:12]3[C:17](=[C:16]([F:20])[CH:15]=[CH:14][CH:13]=3)[CH2:18][C:19]=2[C:7]=1[F:6])[CH2:3][CH2:4][CH3:5]. (3) Given the reactants Br[C:2]1[CH:3]=[C:4]([CH2:8][CH2:9][CH2:10][NH:11][C:12](=[O:18])[O:13][C:14]([CH3:17])([CH3:16])[CH3:15])[CH:5]=[CH:6][CH:7]=1.[CH2:19]([OH:24])[CH2:20][CH2:21][C:22]#[CH:23], predict the reaction product. The product is: [OH:24][CH2:19][CH2:20][CH2:21][C:22]#[C:23][C:2]1[CH:3]=[C:4]([CH2:8][CH2:9][CH2:10][NH:11][C:12](=[O:18])[O:13][C:14]([CH3:17])([CH3:16])[CH3:15])[CH:5]=[CH:6][CH:7]=1.